Dataset: Full USPTO retrosynthesis dataset with 1.9M reactions from patents (1976-2016). Task: Predict the reactants needed to synthesize the given product. (1) The reactants are: Br[C:2]1[C:15]2[C:16]3=[C:17]4[C:12](=[CH:13][CH:14]=2)[CH:11]=[CH:10][C:9](Br)=[C:8]4[CH:7]=CC3=[CH:4][CH:3]=1.[CH:19]([Mg]Br)([CH3:21])[CH3:20].[CH2:24]1[CH2:28]O[CH2:26][CH2:25]1.Cl.O1CCOC[CH2:31]1. Given the product [CH:25]([C:24]1[C:28]2[C:14]3=[C:13]4[C:2](=[CH:3][CH:4]=2)[CH:15]=[CH:16][C:17]([CH:8]([CH3:7])[CH3:9])=[C:12]4[CH:11]=[CH:10][C:21]3=[CH:19][CH:20]=1)([CH3:31])[CH3:26], predict the reactants needed to synthesize it. (2) Given the product [OH:29][C:34]([C:2]1[CH:3]=[C:4]2[C:9](=[CH:10][CH:11]=1)[CH2:8][C@@H:7]([NH:12][C:13](=[O:27])[C:14]1[CH:15]=[CH:16][C:17]([O:20][CH2:21][C@@H:22]3[CH2:26][CH2:25][CH2:24][O:23]3)=[CH:18][CH:19]=1)[CH2:6][CH2:5]2)([CH3:35])[CH3:33], predict the reactants needed to synthesize it. The reactants are: Br[C:2]1[CH:3]=[C:4]2[C:9](=[CH:10][CH:11]=1)[CH2:8][C@@H:7]([NH:12][C:13](=[O:27])[C:14]1[CH:19]=[CH:18][C:17]([O:20][CH2:21][C@@H:22]3[CH2:26][CH2:25][CH2:24][O:23]3)=[CH:16][CH:15]=1)[CH2:6][CH2:5]2.C(=O)=[O:29].C[Li].[CH2:33]([Li])[CH2:34][CH2:35]C. (3) Given the product [OH:19][C:13]1[CH:18]=[CH:17][C:16]([C:8](=[O:10])[CH:7]([C:1]2[CH:2]=[CH:3][CH:4]=[CH:5][CH:6]=2)[CH2:11][CH3:12])=[CH:15][CH:14]=1, predict the reactants needed to synthesize it. The reactants are: [C:1]1([CH:7]([CH2:11][CH3:12])[C:8]([OH:10])=O)[CH:6]=[CH:5][CH:4]=[CH:3][CH:2]=1.[C:13]1([O:19]C)[CH:18]=[CH:17][CH:16]=[CH:15][CH:14]=1.C(OC(C(F)(F)F)=O)(C(F)(F)F)=O.[OH-].[Na+].[Al+3].[Cl-].[Cl-].[Cl-]. (4) Given the product [C:25]1([S:31]([C:34]2[CH:39]=[CH:38][CH:37]=[CH:36][C:35]=2[CH2:20][Cl:24])(=[O:33])=[O:32])[CH:26]=[CH:27][CH:28]=[CH:29][CH:30]=1, predict the reactants needed to synthesize it. The reactants are: C1(P(C2C=CC=CC=2)C2C=CC=CC=2)C=CC=CC=1.[C:20]([Cl:24])(Cl)(Cl)Cl.[C:25]1([S:31]([C:34]2[CH:39]=[CH:38][CH:37]=[CH:36][C:35]=2CO)(=[O:33])=[O:32])[CH:30]=[CH:29][CH:28]=[CH:27][CH:26]=1.O1CCCC1.